Dataset: Peptide-MHC class I binding affinity with 185,985 pairs from IEDB/IMGT. Task: Regression. Given a peptide amino acid sequence and an MHC pseudo amino acid sequence, predict their binding affinity value. This is MHC class I binding data. (1) The peptide sequence is MPTDMLKLF. The MHC is HLA-B54:01 with pseudo-sequence HLA-B54:01. The binding affinity (normalized) is 0.690. (2) The peptide sequence is AMIDRLHQT. The MHC is HLA-A24:03 with pseudo-sequence HLA-A24:03. The binding affinity (normalized) is 0.0787. (3) The peptide sequence is VVRKLVRKL. The MHC is H-2-Kb with pseudo-sequence H-2-Kb. The binding affinity (normalized) is 0.339. (4) The peptide sequence is KVCYVPHF. The MHC is Mamu-B52 with pseudo-sequence Mamu-B52. The binding affinity (normalized) is 0.487. (5) The peptide sequence is KTDAATLAQ. The binding affinity (normalized) is 0. The MHC is HLA-A30:01 with pseudo-sequence HLA-A30:01.